This data is from Full USPTO retrosynthesis dataset with 1.9M reactions from patents (1976-2016). The task is: Predict the reactants needed to synthesize the given product. (1) The reactants are: [CH3:1][C:2]1[C:6]([CH2:7][CH2:8][N:9]2[CH2:14][CH2:13][N:12]([CH2:15][C:16]([O:18]C)=[O:17])[CH2:11][CH2:10]2)=[C:5]([CH3:20])[O:4][N:3]=1.[Li+].[OH-].Cl. Given the product [CH3:1][C:2]1[C:6]([CH2:7][CH2:8][N:9]2[CH2:14][CH2:13][N:12]([CH2:15][C:16]([OH:18])=[O:17])[CH2:11][CH2:10]2)=[C:5]([CH3:20])[O:4][N:3]=1, predict the reactants needed to synthesize it. (2) Given the product [Cl:1][C:2]1[CH:10]=[CH:9][CH:8]=[CH:7][C:3]=1[C:4]([NH:26][CH2:25][C:19]1([C:16]2[CH:17]=[N:18][C:13]([C:12]([F:28])([F:27])[F:11])=[N:14][CH:15]=2)[CH2:24][CH2:23][O:22][CH2:21][CH2:20]1)=[O:6], predict the reactants needed to synthesize it. The reactants are: [Cl:1][C:2]1[CH:10]=[CH:9][CH:8]=[CH:7][C:3]=1[C:4]([OH:6])=O.[F:11][C:12]([F:28])([F:27])[C:13]1[N:18]=[CH:17][C:16]([C:19]2([CH2:25][NH2:26])[CH2:24][CH2:23][O:22][CH2:21][CH2:20]2)=[CH:15][N:14]=1. (3) Given the product [CH2:32]([O:31][C:29]([C:24]1([NH:23][C:22]([CH:16]2[CH2:15][CH:14]([O:13][C:7]3[CH:6]=[C:5]([C:1]([CH3:2])([CH3:3])[CH3:4])[N:10]=[C:9]([O:11][CH3:12])[N:8]=3)[CH2:18][CH:17]2[C:19](=[O:20])[N:45]([CH2:46][CH2:47][CH2:48][CH2:49][CH:50]=[CH2:51])[CH3:44])=[O:34])[CH2:26][CH:25]1[CH:27]=[CH2:28])=[O:30])[CH3:33], predict the reactants needed to synthesize it. The reactants are: [C:1]([C:5]1[N:10]=[C:9]([O:11][CH3:12])[N:8]=[C:7]([O:13][CH:14]2[CH2:18][CH:17]([C:19](O)=[O:20])[CH:16]([C:22](=[O:34])[NH:23][C:24]3([C:29]([O:31][CH2:32][CH3:33])=[O:30])[CH2:26][CH:25]3[CH:27]=[CH2:28])[CH2:15]2)[CH:6]=1)([CH3:4])([CH3:3])[CH3:2].CCN(C(C)C)C(C)C.[CH3:44][NH:45][CH:46]=[CH:47][CH2:48][CH2:49][CH2:50][CH3:51].CN(C(ON1N=NC2C=CC=NC1=2)=[N+](C)C)C.F[P-](F)(F)(F)(F)F. (4) Given the product [CH3:1][C:2]1[CH:3]=[C:4]([N:9]2[C:13](=[O:14])[C:12](=[CH:15][NH:19][C:20]3[C:21]([OH:35])=[C:22]([C:26]4[CH:31]=[CH:30][CH:29]=[C:28]([C:32]([OH:34])=[O:33])[CH:27]=4)[CH:23]=[CH:24][CH:25]=3)[C:11]([CH3:17])=[N:10]2)[CH:5]=[CH:6][C:7]=1[CH3:8], predict the reactants needed to synthesize it. The reactants are: [CH3:1][C:2]1[CH:3]=[C:4]([N:9]2[C:13](=[O:14])[C:12]([CH:15]=O)=[C:11]([CH3:17])[NH:10]2)[CH:5]=[CH:6][C:7]=1[CH3:8].Cl.[NH2:19][C:20]1[C:21]([OH:35])=[C:22]([C:26]2[CH:31]=[CH:30][CH:29]=[C:28]([C:32]([OH:34])=[O:33])[CH:27]=2)[CH:23]=[CH:24][CH:25]=1.C([O-])(=O)C.[Na+].Cl. (5) Given the product [C:17]([O:20][C:21]([NH:2][CH:3]([C:9]1[CH:14]=[CH:13][CH:12]=[CH:11][C:10]=1[F:15])[C:4]([O:6][CH2:7][CH3:8])=[O:5])=[O:22])([CH3:19])([CH3:18])[CH3:16], predict the reactants needed to synthesize it. The reactants are: Cl.[NH2:2][CH:3]([C:9]1[CH:14]=[CH:13][CH:12]=[CH:11][C:10]=1[F:15])[C:4]([O:6][CH2:7][CH3:8])=[O:5].[CH3:16][C:17]([O:20][C:21](O[C:21]([O:20][C:17]([CH3:19])([CH3:18])[CH3:16])=[O:22])=[O:22])([CH3:19])[CH3:18].